From a dataset of Peptide-MHC class II binding affinity with 134,281 pairs from IEDB. Regression. Given a peptide amino acid sequence and an MHC pseudo amino acid sequence, predict their binding affinity value. This is MHC class II binding data. The peptide sequence is EGHLRFLKNIILPVY. The MHC is DRB1_1101 with pseudo-sequence DRB1_1101. The binding affinity (normalized) is 0.332.